This data is from Full USPTO retrosynthesis dataset with 1.9M reactions from patents (1976-2016). The task is: Predict the reactants needed to synthesize the given product. Given the product [O:46]1[C:35]2=[C:34]([CH:11]([CH:12]([CH3:13])[CH3:14])[C:6]([CH2:5][C:4]3[CH:25]=[C:26]([C:28]([F:29])([F:31])[F:30])[CH:27]=[C:2]([Cl:1])[C:3]=3[F:32])([OH:24])[C:7]([F:8])([F:10])[F:9])[CH:47]=[CH:44][C:36]2=[CH:37][CH:38]=[CH:39]1, predict the reactants needed to synthesize it. The reactants are: [Cl:1][C:2]1[C:3]([F:32])=[C:4]([CH:25]=[C:26]([C:28]([F:31])([F:30])[F:29])[CH:27]=1)[CH2:5][C:6]([OH:24])([CH2:11][C:12](C1C2OCCC=2C=CC=1)([CH3:14])[CH3:13])[C:7]([F:10])([F:9])[F:8].Cl[C:34]1[C:35](=[O:46])[C:36]([C:44]#N)=[C:37](C#N)[C:38](=O)[C:39]=1Cl.[C:47]1(C)C=CC=CC=1.